The task is: Predict the reaction yield, written as a fraction of the theoretical maximum amount of product (1.0 means a 100% yield; for example, 0.34 means a 34% yield).. This data is from Reaction yield outcomes from USPTO patents with 853,638 reactions. The reactants are C[O:2][C:3]([C@@H:5]1[C@@H:9]([O:10][Si:11]([C:14]([CH3:17])([CH3:16])[CH3:15])([CH3:13])[CH3:12])[CH2:8][CH2:7][N:6]1[C:18]([NH:20][C:21]1[CH:26]=[CH:25][C:24]([C:27]#[N:28])=[C:23]([Cl:29])[C:22]=1[CH3:30])=[O:19])=O.[H-].[H-].[H-].[H-].[Li+].[Al+3]. The catalyst is C1COCC1. The product is [Cl:29][C:23]1[C:22]([CH3:30])=[C:21]([NH:20][C:18]([N:6]2[CH2:7][CH2:8][C@H:9]([O:10][Si:11]([C:14]([CH3:15])([CH3:16])[CH3:17])([CH3:12])[CH3:13])[C@H:5]2[CH2:3][OH:2])=[O:19])[CH:26]=[CH:25][C:24]=1[C:27]#[N:28]. The yield is 0.780.